This data is from Reaction yield outcomes from USPTO patents with 853,638 reactions. The task is: Predict the reaction yield, written as a fraction of the theoretical maximum amount of product (1.0 means a 100% yield; for example, 0.34 means a 34% yield). (1) The reactants are [NH2:1][C:2]1[C:3]([C:9](=[N:11][OH:12])[NH2:10])=[N:4][C:5]([Br:8])=[CH:6][N:7]=1.C(N(CC)CC)C.[C:20](Cl)(=[O:27])[C:21]1[CH:26]=[CH:25][CH:24]=[CH:23][CH:22]=1. The catalyst is ClCCl. The product is [NH2:1][C:2]1[C:3]([C:9](=[N:11][O:12][C:20]([C:21]2[CH:26]=[CH:25][CH:24]=[CH:23][CH:22]=2)=[O:27])[NH2:10])=[N:4][C:5]([Br:8])=[CH:6][N:7]=1. The yield is 0.690. (2) The reactants are [NH2:1][CH2:2][CH2:3][O:4]/[N:5]=[C:6](/[C:8]1[N:13]=[C:12]2[N:14]([CH2:17][C:18]3[CH:19]=[C:20]4[C:25](=[CH:26][CH:27]=3)[N:24]=[CH:23][CH:22]=[CH:21]4)[N:15]=[N:16][C:11]2=[N:10][CH:9]=1)\[CH3:7].C[Si]([N:32]=[C:33]=[O:34])(C)C. The catalyst is C(Cl)Cl. The product is [N:24]1[C:25]2[C:20](=[CH:19][C:18]([CH2:17][N:14]3[C:12]4=[N:13][C:8](/[C:6](=[N:5]/[O:4][CH2:3][CH2:2][NH:1][C:33]([NH2:32])=[O:34])/[CH3:7])=[CH:9][N:10]=[C:11]4[N:16]=[N:15]3)=[CH:27][CH:26]=2)[CH:21]=[CH:22][CH:23]=1. The yield is 0.690.